This data is from Peptide-MHC class II binding affinity with 134,281 pairs from IEDB. The task is: Regression. Given a peptide amino acid sequence and an MHC pseudo amino acid sequence, predict their binding affinity value. This is MHC class II binding data. (1) The peptide sequence is AEGLSGEPKGAAESS. The MHC is DRB1_1201 with pseudo-sequence DRB1_1201. The binding affinity (normalized) is 0.0522. (2) The peptide sequence is AMEVASQARQMVQAM. The MHC is DRB4_0101 with pseudo-sequence DRB4_0103. The binding affinity (normalized) is 0.387. (3) The peptide sequence is NVVKSGIFLSVAAGN. The MHC is HLA-DQA10501-DQB10201 with pseudo-sequence HLA-DQA10501-DQB10201. The binding affinity (normalized) is 0.406.